From a dataset of Full USPTO retrosynthesis dataset with 1.9M reactions from patents (1976-2016). Predict the reactants needed to synthesize the given product. (1) Given the product [F:37][C:36]([F:39])([F:38])[C:28]1[CH:27]=[C:26]([C@H:24]([O:23][C@@H:19]2[C@@H:18]([C:40]3[CH:45]=[CH:44][CH:43]=[CH:42][CH:41]=3)[C@H:17]([CH:15]3[CH2:14][S:11](=[O:13])(=[O:12])[CH2:10][CH2:9][N:3]3[CH3:1])[CH2:22][CH2:21][O:20]2)[CH3:25])[CH:31]=[C:30]([C:32]([F:35])([F:34])[F:33])[CH:29]=1, predict the reactants needed to synthesize it. The reactants are: [CH2:1]([N:3](CC)CC)C.O[CH2:9][CH2:10][S:11]([CH2:14][CH:15]([CH:17]1[CH2:22][CH2:21][O:20][CH:19]([O:23][C@@H:24]([C:26]2[CH:31]=[C:30]([C:32]([F:35])([F:34])[F:33])[CH:29]=[C:28]([C:36]([F:39])([F:38])[F:37])[CH:27]=2)[CH3:25])[CH:18]1[C:40]1[CH:45]=[CH:44][CH:43]=[CH:42][CH:41]=1)O)(=[O:13])=[O:12].CS(Cl)(=O)=O.CN. (2) Given the product [CH2:2]([O:4][C:5](=[O:9])[CH2:6][CH2:7][C:11]1[CH:16]=[CH:15][C:14]([F:17])=[CH:13][N:12]=1)[CH3:3], predict the reactants needed to synthesize it. The reactants are: [Br-].[CH2:2]([O:4][C:5](=[O:9])[CH2:6][CH2:7][Zn+])[CH3:3].Br[C:11]1[CH:16]=[CH:15][C:14]([F:17])=[CH:13][N:12]=1.C1(C)C=CC=CC=1. (3) Given the product [OH:36][CH2:35][CH2:34][N:1]1[CH2:6][CH2:5][CH:4]([NH:7][C:8]([C:10]2[NH:11][C:12]3[C:17]([CH:18]=2)=[C:16]([C:19]2[CH:20]=[N:21][C:22]([O:25][CH3:26])=[CH:23][CH:24]=2)[CH:15]=[CH:14][CH:13]=3)=[O:9])[CH2:3][CH2:2]1, predict the reactants needed to synthesize it. The reactants are: [NH:1]1[CH2:6][CH2:5][CH:4]([NH:7][C:8]([C:10]2[NH:11][C:12]3[C:17]([CH:18]=2)=[C:16]([C:19]2[CH:20]=[N:21][C:22]([O:25][CH3:26])=[CH:23][CH:24]=2)[CH:15]=[CH:14][CH:13]=3)=[O:9])[CH2:3][CH2:2]1.C(=O)([O-])[O-].[Na+].[Na+].Br[CH2:34][CH2:35][OH:36]. (4) Given the product [CH:1]1([CH:7]([NH:20][C:21]2[CH:29]=[CH:28][C:24]([C:53]([N:31]([CH3:30])[CH2:32][CH2:33][C:34]([OH:36])=[O:35])=[O:52])=[CH:23][CH:22]=2)[C:8]2[CH:12]=[C:11]([C:13]3[CH:14]=[N:15][CH:16]=[CH:17][CH:18]=3)[O:10][C:9]=2[CH3:19])[CH2:2][CH2:3][CH2:4][CH2:5][CH2:6]1, predict the reactants needed to synthesize it. The reactants are: [CH:1]1([CH:7]([NH:20][C:21]2[CH:29]=[CH:28][C:24](C(O)=O)=[CH:23][CH:22]=2)[C:8]2[CH:12]=[C:11]([C:13]3[CH:14]=[N:15][CH:16]=[CH:17][CH:18]=3)[O:10][C:9]=2[CH3:19])[CH2:6][CH2:5][CH2:4][CH2:3][CH2:2]1.[CH3:30][NH:31][CH2:32][CH2:33][C:34]([O:36]CC)=[O:35].Cl.C(N=C=NCCCN(C)C)C.O.[OH:52][C:53]1C2N=NNC=2C=CC=1.